Dataset: Full USPTO retrosynthesis dataset with 1.9M reactions from patents (1976-2016). Task: Predict the reactants needed to synthesize the given product. (1) Given the product [NH2:8][C:5]([CH3:6])([CH3:7])[C@H:4]([NH:9][C:10](=[O:26])[C:11]1[CH:12]=[CH:13][C:14]([C:17]#[C:18]/[CH:19]=[CH:20]/[CH2:21][CH:22]([OH:25])[CH2:23][OH:24])=[CH:15][CH:16]=1)[C:3]([NH:28][OH:29])=[O:27], predict the reactants needed to synthesize it. The reactants are: CO[C:3](=[O:27])[C@@H:4]([NH:9][C:10](=[O:26])[C:11]1[CH:16]=[CH:15][C:14]([C:17]#[C:18]/[CH:19]=[CH:20]/[CH2:21][CH:22]([OH:25])[CH2:23][OH:24])=[CH:13][CH:12]=1)[C:5]([NH2:8])([CH3:7])[CH3:6].[NH2:28][OH:29].CC(O)=O. (2) Given the product [ClH:36].[CH3:1][O:2][C:3]([C@H:5]1[NH:20][C:19](=[O:21])[C@H:18]([CH:22]([CH3:24])[CH3:23])[NH:17][C:16](=[O:25])[C@@H:15]([NH2:26])[CH2:14][C:13]2=[CH:34][CH:35]=[C:10]([CH:11]=[CH:12]2)[O:9][CH2:8][CH2:7][CH2:6]1)=[O:4], predict the reactants needed to synthesize it. The reactants are: [CH3:1][O:2][C:3]([C@H:5]1[NH:20][C:19](=[O:21])[C@H:18]([CH:22]([CH3:24])[CH3:23])[NH:17][C:16](=[O:25])[C@@H:15]([NH:26]C(OC(C)(C)C)=O)[CH2:14][C:13]2=[CH:34][CH:35]=[C:10]([CH:11]=[CH:12]2)[O:9][CH2:8][CH2:7][CH2:6]1)=[O:4].[ClH:36].